This data is from Full USPTO retrosynthesis dataset with 1.9M reactions from patents (1976-2016). The task is: Predict the reactants needed to synthesize the given product. (1) Given the product [CH3:38][N:34]1[C:35]2[C:31](=[CH:30][C:29]([C:12]3[C:13]4[C:14](=[N:15][CH:16]=[CH:17][CH:18]=4)[N:10]([S:7]([C:1]4[CH:2]=[CH:3][CH:4]=[CH:5][CH:6]=4)(=[O:8])=[O:9])[CH:11]=3)=[CH:37][CH:36]=2)[C:32]([NH2:39])=[N:33]1, predict the reactants needed to synthesize it. The reactants are: [C:1]1([S:7]([N:10]2[C:14]3=[N:15][CH:16]=[CH:17][CH:18]=[C:13]3[C:12](B3OC(C)(C)C(C)(C)O3)=[CH:11]2)(=[O:9])=[O:8])[CH:6]=[CH:5][CH:4]=[CH:3][CH:2]=1.I[C:29]1[CH:30]=[C:31]2[C:35](=[CH:36][CH:37]=1)[N:34]([CH3:38])[N:33]=[C:32]2[NH2:39].C(=O)(O)[O-].[Na+].ClCCl. (2) Given the product [C:1]([O:5][C:6]([NH:8][C:9]1[S:13][C:12]([I:19])=[N:11][C:10]=1[C:14]([O:16][CH2:17][CH3:18])=[O:15])=[O:7])([CH3:4])([CH3:3])[CH3:2], predict the reactants needed to synthesize it. The reactants are: [C:1]([O:5][C:6]([NH:8][C:9]1[S:13][CH:12]=[N:11][C:10]=1[C:14]([O:16][CH2:17][CH3:18])=[O:15])=[O:7])([CH3:4])([CH3:3])[CH3:2].[I:19]N1C(=O)CCC1=O. (3) Given the product [CH3:27][CH:25]([CH3:26])[C@H:24]([NH:28][C:29](=[O:32])[O:30][CH3:31])[C:23](=[O:33])[N:14]1[CH:13]([C:11]2[NH:12][C:8]([C:5]3[CH:4]=[CH:3][C:2]([B:37]4[O:38][C:39]([CH3:41])([CH3:40])[C:35]([CH3:51])([CH3:34])[O:36]4)=[CH:7][CH:6]=3)=[CH:9][N:10]=2)[CH2:17][C:16]2([CH2:18][CH2:19][O:20][CH2:21][CH2:22]2)[CH2:15]1, predict the reactants needed to synthesize it. The reactants are: Br[C:2]1[CH:7]=[CH:6][C:5]([C:8]2[NH:12][C:11]([CH:13]3[CH2:17][C:16]4([CH2:22][CH2:21][O:20][CH2:19][CH2:18]4)[CH2:15][N:14]3[C:23](=[O:33])[C@@H:24]([NH:28][C:29](=[O:32])[O:30][CH3:31])[CH:25]([CH3:27])[CH3:26])=[N:10][CH:9]=2)=[CH:4][CH:3]=1.[CH3:34][C:35]1([CH3:51])[C:39]([CH3:41])([CH3:40])[O:38][B:37]([B:37]2[O:38][C:39]([CH3:41])([CH3:40])[C:35]([CH3:51])([CH3:34])[O:36]2)[O:36]1.C([O-])(=O)C.[K+]. (4) Given the product [F:8][C:9]1[C:14]([O:15][CH3:16])=[CH:13][C:12]([O:17][CH3:18])=[C:11]([F:19])[C:10]=1[C:20]1[N:25]=[C:24]2[NH:26][N:27]=[C:28]([C:40]3[CH:39]=[CH:38][C:37]([N:34]4[CH2:35][CH2:36][N:31]([CH3:30])[CH2:32][CH2:33]4)=[CH:42][CH:41]=3)[C:23]2=[CH:22][N:21]=1, predict the reactants needed to synthesize it. The reactants are: C(O)(C(F)(F)F)=O.[F:8][C:9]1[C:14]([O:15][CH3:16])=[CH:13][C:12]([O:17][CH3:18])=[C:11]([F:19])[C:10]=1[C:20]1[N:25]=[C:24]2[NH:26][N:27]=[C:28](I)[C:23]2=[CH:22][N:21]=1.[CH3:30][N:31]1[CH2:36][CH2:35][N:34]([C:37]2[CH:42]=[CH:41][C:40](B3OC(C)(C)C(C)(C)O3)=[CH:39][CH:38]=2)[CH2:33][CH2:32]1. (5) Given the product [CH2:35]([N:32]1[C:27]2=[N:28][C:29]([CH2:30][CH3:31])=[C:24]([CH2:23][NH:22][C:20]([C:15]3[CH:16]=[C:17]([CH3:19])[CH:18]=[C:13]([C:11]([NH:10][CH2:9][C:4]4[CH:3]=[C:2]([C:50]5[CH:49]=[CH:48][CH:47]=[C:46]([CH:44]=[O:45])[CH:51]=5)[C:7]([F:8])=[CH:6][CH:5]=4)=[O:12])[CH:14]=3)=[O:21])[C:25]([NH:37][CH:38]3[CH2:43][CH2:42][O:41][CH2:40][CH2:39]3)=[C:26]2[CH:34]=[N:33]1)[CH3:36], predict the reactants needed to synthesize it. The reactants are: Br[C:2]1[CH:3]=[C:4]([CH2:9][NH:10][C:11]([C:13]2[CH:18]=[C:17]([CH3:19])[CH:16]=[C:15]([C:20]([NH:22][CH2:23][C:24]3[C:25]([NH:37][CH:38]4[CH2:43][CH2:42][O:41][CH2:40][CH2:39]4)=[C:26]4[CH:34]=[N:33][N:32]([CH2:35][CH3:36])[C:27]4=[N:28][C:29]=3[CH2:30][CH3:31])=[O:21])[CH:14]=2)=[O:12])[CH:5]=[CH:6][C:7]=1[F:8].[CH:44]([C:46]1[CH:47]=[C:48](B(O)O)[CH:49]=[CH:50][CH:51]=1)=[O:45].C(=O)([O-])[O-].[K+].[K+].